This data is from Forward reaction prediction with 1.9M reactions from USPTO patents (1976-2016). The task is: Predict the product of the given reaction. (1) Given the reactants Br[CH2:2][C:3]([C:5]1[CH:10]=[CH:9][C:8]([O:11][CH3:12])=[CH:7][C:6]=1[O:13][CH3:14])=O.[NH2:15][C:16]([NH2:18])=[S:17], predict the reaction product. The product is: [CH3:14][O:13][C:6]1[CH:7]=[C:8]([O:11][CH3:12])[CH:9]=[CH:10][C:5]=1[C:3]1[N:15]=[C:16]([NH2:18])[S:17][CH:2]=1. (2) Given the reactants Br[CH2:2][C:3]1[O:7][C:6](=[O:8])[O:5][C:4]=1[CH:9]1[CH2:13][CH2:12][CH2:11][N:10]1[C:14]([O:16][C:17]([CH3:20])([CH3:19])[CH3:18])=[O:15].[C:21]([C:23]1[CH:24]=[C:25]([CH:27]=[CH:28][CH:29]=1)[NH2:26])#[CH:22].C(=O)(O)[O-].[Na+], predict the reaction product. The product is: [C:21]([C:23]1[CH:24]=[C:25]([NH:26][CH2:2][C:3]2[O:7][C:6](=[O:8])[O:5][C:4]=2[CH:9]2[CH2:13][CH2:12][CH2:11][N:10]2[C:14]([O:16][C:17]([CH3:20])([CH3:19])[CH3:18])=[O:15])[CH:27]=[CH:28][CH:29]=1)#[CH:22]. (3) Given the reactants [Br:1][C:2]1[CH:11]=[C:10]2[C:5]([C:6](=[O:15])[N:7]([CH3:14])[C:8]([CH2:12]Cl)=[N:9]2)=[CH:4][CH:3]=1.[NH:16]1[CH2:20][CH2:19][CH2:18][CH2:17]1.C([O-])([O-])=O.[K+].[K+].CN(C=O)C, predict the reaction product. The product is: [Br:1][C:2]1[CH:11]=[C:10]2[C:5]([C:6](=[O:15])[N:7]([CH3:14])[C:8]([CH2:12][N:16]3[CH2:20][CH2:19][CH2:18][CH2:17]3)=[N:9]2)=[CH:4][CH:3]=1. (4) Given the reactants [C:1](N1C=CC=CC1=O)(N1C=CC=CC1=O)=[S:2].[N:17]1[CH:22]=[CH:21][CH:20]=[C:19]([C:23]2[N:28]=[CH:27][N:26]=[C:25]([NH2:29])[CH:24]=2)[CH:18]=1, predict the reaction product. The product is: [N:29]([C:25]1[CH:24]=[C:23]([C:19]2[CH:18]=[N:17][CH:22]=[CH:21][CH:20]=2)[N:28]=[CH:27][N:26]=1)=[C:1]=[S:2]. (5) Given the reactants [Br:1][C:2]1[C:7]([CH3:8])=[CH:6][CH:5]=[CH:4][C:3]=1[NH:9][NH2:10].[C:11]([O:16][CH2:17][CH3:18])(=[O:15])[C:12]([CH3:14])=O, predict the reaction product. The product is: [CH2:17]([O:16][C:11](=[O:15])[C:12](=[N:10][NH:9][C:3]1[CH:4]=[CH:5][CH:6]=[C:7]([CH3:8])[C:2]=1[Br:1])[CH3:14])[CH3:18]. (6) Given the reactants [CH3:1][O:2][C:3]1[CH:8]=[CH:7][C:6]([N:9]2[CH2:14][CH:13]3[CH2:15][CH2:16][CH:10]2[CH:11]([CH3:18])[C:12]3=[O:17])=[CH:5][CH:4]=1.C[Si]([N-][Si](C)(C)C)(C)C.[Na+].ClC1C=CC(N([S:37]([C:40]([F:43])([F:42])[F:41])(=[O:39])=[O:38])[S:37]([C:40]([F:43])([F:42])[F:41])(=[O:39])=[O:38])=NC=1, predict the reaction product. The product is: [F:41][C:40]([F:43])([F:42])[S:37]([O:17][C:12]1[CH:13]2[CH2:15][CH2:16][CH:10]([C:11]=1[CH3:18])[N:9]([C:6]1[CH:5]=[CH:4][C:3]([O:2][CH3:1])=[CH:8][CH:7]=1)[CH2:14]2)(=[O:39])=[O:38]. (7) Given the reactants Br[C:2]1[CH:3]=[CH:4][C:5]2[O:11][CH2:10][CH2:9][N:8]3[CH:12]=[C:13]([C:15]4[N:19]([CH:20]([CH3:22])[CH3:21])[N:18]=[CH:17][N:16]=4)[N:14]=[C:7]3[C:6]=2[CH:23]=1.CC1(C)C(C)(C)OB([C:32]2[CH:33]=[N:34][N:35](C(OC(C)(C)C)=O)[CH:36]=2)O1, predict the reaction product. The product is: [CH:20]([N:19]1[C:15]([C:13]2[N:14]=[C:7]3[C:6]4[CH:23]=[C:2]([C:32]5[CH:33]=[N:34][NH:35][CH:36]=5)[CH:3]=[CH:4][C:5]=4[O:11][CH2:10][CH2:9][N:8]3[CH:12]=2)=[N:16][CH:17]=[N:18]1)([CH3:22])[CH3:21]. (8) Given the reactants [CH3:1]O.[Cr](O[Cr]([O-])(=O)=O)([O-])(=O)=O.[NH+]1[CH:17]=[CH:16][CH:15]=[CH:14][CH:13]=1.[NH+]1C=C[CH:21]=[CH:20][CH:19]=1.C([O:26][CH2:27][CH3:28])C, predict the reaction product. The product is: [CH3:13][C:14]1([CH2:15][CH2:16][CH:17]=[C:20]([CH3:21])[CH3:19])[CH2:1][CH:28]1[CH:27]=[O:26]. (9) Given the reactants [C:1]([C:5]1[CH:6]=[C:7]([CH:10]=[C:11]([C:14]([CH3:17])([CH3:16])[CH3:15])[C:12]=1[OH:13])[CH:8]=[O:9])([CH3:4])([CH3:3])[CH3:2].[CH2:18]([N:21]=[C:22]=[O:23])[CH2:19][CH3:20], predict the reaction product. The product is: [CH2:18]([NH:21][C:22]([O:13][C:12]1[C:5]([C:1]([CH3:4])([CH3:3])[CH3:2])=[CH:6][C:7]([CH:8]=[O:9])=[CH:10][C:11]=1[C:14]([CH3:17])([CH3:16])[CH3:15])=[O:23])[CH2:19][CH3:20]. (10) Given the reactants [OH:1][C:2]1[CH:7]=[CH:6][C:5]([C@@H:8]([NH:32]C(=O)OC(C)(C)C)[C:9](=[O:31])[NH:10][C:11]2[CH:12]=[C:13]3[C:29](=[O:30])[NH:28][N:27]=[CH:26][C:15]4=[C:16]([C:20]5[CH:25]=[CH:24][CH:23]=[CH:22][CH:21]=5)[NH:17][C:18]([CH:19]=2)=[C:14]34)=[CH:4][CH:3]=1.[ClH:40].C(N(CC)CC)C, predict the reaction product. The product is: [ClH:40].[NH2:32][C@H:8]([C:5]1[CH:4]=[CH:3][C:2]([OH:1])=[CH:7][CH:6]=1)[C:9]([NH:10][C:11]1[CH:12]=[C:13]2[C:29](=[O:30])[NH:28][N:27]=[CH:26][C:15]3=[C:16]([C:20]4[CH:25]=[CH:24][CH:23]=[CH:22][CH:21]=4)[NH:17][C:18]([CH:19]=1)=[C:14]23)=[O:31].